This data is from Full USPTO retrosynthesis dataset with 1.9M reactions from patents (1976-2016). The task is: Predict the reactants needed to synthesize the given product. (1) Given the product [CH3:37][O:36][C:29]1[CH:30]=[C:31]([O:34][CH3:35])[CH:32]=[CH:33][C:28]=1[CH2:27][N:23]1[C:24](=[O:26])[CH2:25][CH:21]([C:19]([OH:20])=[O:39])[CH2:22]1, predict the reactants needed to synthesize it. The reactants are: O.[OH-].[Li+].OO.C([C@@H]1COC(=O)N1[C:19]([CH:21]1[CH2:25][C:24](=[O:26])[N:23]([CH2:27][C:28]2[CH:33]=[CH:32][C:31]([O:34][CH3:35])=[CH:30][C:29]=2[O:36][CH3:37])[CH2:22]1)=[O:20])C1C=CC=CC=1.S([O-])(O)=[O:39].[Na+]. (2) Given the product [Cl:1][C:2]1[CH:3]=[C:4]([CH:9]2[CH2:10][CH2:11][NH:18][C:12](=[O:20])[C:13]3[S:17][CH:16]=[CH:15][C:14]2=3)[CH:5]=[CH:6][C:7]=1[Cl:8], predict the reactants needed to synthesize it. The reactants are: [Cl:1][C:2]1[CH:3]=[C:4]([CH:9]2[C:14]3[CH:15]=[CH:16][S:17][C:13]=3[C:12](=[N:18]O)[CH2:11][CH2:10]2)[CH:5]=[CH:6][C:7]=1[Cl:8].[OH2:20].